This data is from Forward reaction prediction with 1.9M reactions from USPTO patents (1976-2016). The task is: Predict the product of the given reaction. (1) Given the reactants FC(F)(F)S(O[C:7]1[CH:16]=[CH:15][C:14]2[C:9](=[CH:10][CH:11]=[C:12]([O:18][CH3:19])[C:13]=2[Cl:17])[C:8]=1[Cl:20])(=O)=O.[CH3:23][O:24][C:25]1[CH:30]=[CH:29][C:28](B(O)O)=[CH:27][CH:26]=1, predict the reaction product. The product is: [Cl:17][C:13]1[C:14]2[C:9](=[C:8]([Cl:20])[C:7]([C:28]3[CH:29]=[CH:30][C:25]([O:24][CH3:23])=[CH:26][CH:27]=3)=[CH:16][CH:15]=2)[CH:10]=[CH:11][C:12]=1[O:18][CH3:19]. (2) Given the reactants [CH3:1][NH:2][CH3:3].C1COCC1.Cl[S:10]([CH2:13][C:14]([O:16][CH3:17])=[O:15])(=[O:12])=[O:11], predict the reaction product. The product is: [CH3:1][N:2]([CH3:3])[S:10]([CH2:13][C:14]([O:16][CH3:17])=[O:15])(=[O:12])=[O:11]. (3) The product is: [OH:1][CH2:2][C:3]([CH3:27])([CH3:26])[CH2:4][NH:5][C:6]([C:8]1[C:16]2[C:11](=[N:12][CH:13]=[C:14]([CH:28]=[CH2:29])[N:15]=2)[N:10]([CH2:18][O:19][CH2:20][CH2:21][Si:22]([CH3:25])([CH3:24])[CH3:23])[CH:9]=1)=[O:7]. Given the reactants [OH:1][CH2:2][C:3]([CH3:27])([CH3:26])[CH2:4][NH:5][C:6]([C:8]1[C:16]2[C:11](=[N:12][CH:13]=[C:14](Br)[N:15]=2)[N:10]([CH2:18][O:19][CH2:20][CH2:21][Si:22]([CH3:25])([CH3:24])[CH3:23])[CH:9]=1)=[O:7].[CH:28]([B-](F)(F)F)=[CH2:29].[K+].C(=O)([O-])[O-].[Cs+].[Cs+].C1COCC1, predict the reaction product. (4) The product is: [CH2:22]([Sn:17]([CH2:13][CH2:14][CH2:15][CH3:16])([CH2:18][CH2:19][CH2:20][CH3:21])[C:2]1[CH:3]=[N:4][CH:5]=[N:6][CH:7]=1)[CH2:23][CH2:24][CH3:25]. Given the reactants Br[C:2]1[CH:3]=[N:4][CH:5]=[N:6][CH:7]=1.[Li]CCCC.[CH2:13]([Sn:17](Cl)([CH2:22][CH2:23][CH2:24][CH3:25])[CH2:18][CH2:19][CH2:20][CH3:21])[CH2:14][CH2:15][CH3:16], predict the reaction product.